This data is from Full USPTO retrosynthesis dataset with 1.9M reactions from patents (1976-2016). The task is: Predict the reactants needed to synthesize the given product. (1) Given the product [N:22]1[C:21]2[NH:25][CH:26]=[CH:27][C:20]=2[C:19]([C:17]2[CH:16]=[N:15][N:14]([C:12]3([CH2:36][C:37]#[N:38])[CH2:13][N:10]([CH:7]4[CH2:8][CH2:9][N:4]([C:46]([C:43]5[S:44][CH:45]=[C:41]([C:40]([F:49])([F:39])[F:50])[N:42]=5)=[O:47])[CH2:5][CH2:6]4)[CH2:11]3)[CH:18]=2)=[N:24][CH:23]=1, predict the reactants needed to synthesize it. The reactants are: Cl.Cl.Cl.[NH:4]1[CH2:9][CH2:8][CH:7]([N:10]2[CH2:13][C:12]([CH2:36][C:37]#[N:38])([N:14]3[CH:18]=[C:17]([C:19]4[C:20]5[CH:27]=[CH:26][N:25](COCC[Si](C)(C)C)[C:21]=5[N:22]=[CH:23][N:24]=4)[CH:16]=[N:15]3)[CH2:11]2)[CH2:6][CH2:5]1.[F:39][C:40]([F:50])([F:49])[C:41]1[N:42]=[C:43]([C:46](O)=[O:47])[S:44][CH:45]=1. (2) Given the product [C:1]([O:21][C@@H:20]1[C@@H:18]([O:19][C:1](=[O:8])[C:2]2[CH:7]=[CH:6][CH:5]=[CH:4][CH:3]=2)[C@H:16]([O:17][C:1](=[O:8])[C:2]2[CH:7]=[CH:6][CH:5]=[CH:4][CH:3]=2)[C@@H:14]([CH2:12][O:13][C:1](=[O:8])[C:2]2[CH:7]=[CH:6][CH:5]=[CH:4][CH:3]=2)[O:15][C@@H:23]1[Cl:24])(=[O:8])[C:2]1[CH:7]=[CH:6][CH:5]=[CH:4][CH:3]=1, predict the reactants needed to synthesize it. The reactants are: [C:1](Cl)(=[O:8])[C:2]1[CH:7]=[CH:6][CH:5]=[CH:4][CH:3]=1.O=C[C@@H:12]([C@H:14]([C@@H:16]([C@@H:18]([CH2:20][OH:21])[OH:19])[OH:17])[OH:15])[OH:13].Cl[CH2:23][Cl:24]. (3) Given the product [N:1]1([C:7]2[C:8]3[C:15]([C:16]4[CH:20]=[N:19][NH:18][CH:17]=4)=[CH:14][N:13]([CH2:21][OH:22])[C:9]=3[N:10]=[CH:11][N:12]=2)[CH2:2][CH2:3][O:4][CH2:5][CH2:6]1, predict the reactants needed to synthesize it. The reactants are: [N:1]1([C:7]2[C:8]3[C:15]([C:16]4[CH:17]=[N:18][NH:19][CH:20]=4)=[CH:14][N:13]([CH2:21][O:22]CC[Si](C)(C)C)[C:9]=3[N:10]=[CH:11][N:12]=2)[CH2:6][CH2:5][O:4][CH2:3][CH2:2]1. (4) Given the product [F:1][C:2]1[CH:3]=[CH:4][C:5]2[NH:11][C:13](=[O:15])[O:8][C:7](=[O:9])[C:6]=2[CH:10]=1, predict the reactants needed to synthesize it. The reactants are: [F:1][C:2]1[CH:10]=[C:6]([C:7]([OH:9])=[O:8])[C:5]([NH2:11])=[CH:4][CH:3]=1.Cl[C:13](Cl)([O:15]C(=O)OC(Cl)(Cl)Cl)Cl. (5) The reactants are: [F:1][C:2]1[CH:7]=[C:6]([Br:8])[C:5]([F:9])=[CH:4][C:3]=1[S:10](Cl)(=[O:12])=[O:11].[NH2:14][C:15]1[C:16]([CH3:22])=[N:17][N:18]([CH3:21])[C:19]=1[CH3:20]. Given the product [Br:8][C:6]1[CH:7]=[C:2]([F:1])[C:3]([S:10]([NH:14][C:15]2[C:16]([CH3:22])=[N:17][N:18]([CH3:21])[C:19]=2[CH3:20])(=[O:12])=[O:11])=[CH:4][C:5]=1[F:9], predict the reactants needed to synthesize it. (6) Given the product [CH3:26][N:24]([CH3:25])[CH2:23][CH2:22][CH2:21][O:20][C:18]1[CH:17]=[CH:16][C:13]2[C:14]3[S:15][C:6]([C:4]([OH:5])=[O:3])=[CH:7][C:8]=3[C:9]3[CH:30]=[CH:29][CH:28]=[CH:27][C:10]=3[O:11][C:12]=2[CH:19]=1, predict the reactants needed to synthesize it. The reactants are: C([O:3][C:4]([C:6]1[S:15][C:14]2[C:13]3[CH:16]=[CH:17][C:18]([O:20][CH2:21][CH2:22][CH2:23][N:24]([CH3:26])[CH3:25])=[CH:19][C:12]=3[O:11][C:10]3[CH:27]=[CH:28][CH:29]=[CH:30][C:9]=3[C:8]=2[CH:7]=1)=[O:5])C.[OH-].[Na+].